Dataset: Reaction yield outcomes from USPTO patents with 853,638 reactions. Task: Predict the reaction yield, written as a fraction of the theoretical maximum amount of product (1.0 means a 100% yield; for example, 0.34 means a 34% yield). (1) The reactants are [C:1]([C:5]1[CH:11]=[CH:10][CH:9]=[CH:8][C:6]=1N)([CH3:4])([CH3:3])[CH3:2].N([O-])=O.[Na+].[BrH:16]. The catalyst is O.[Cu]. The product is [Br:16][C:6]1[CH:8]=[CH:9][CH:10]=[CH:11][C:5]=1[C:1]([CH3:4])([CH3:3])[CH3:2]. The yield is 0.270. (2) The reactants are Br[CH2:2][C:3]1[CH:7]=[C:6]([Cl:8])[S:5][C:4]=1[Cl:9].[CH3:10][C:11]1[N:16]=[C:15]([SH:17])[N:14]=[C:13]([OH:18])[CH:12]=1.C(N(CC)CC)C. The catalyst is C(O)C. The product is [Cl:9][C:4]1[S:5][C:6]([Cl:8])=[CH:7][C:3]=1[CH2:2][S:17][C:15]1[N:14]=[C:13]([OH:18])[CH:12]=[C:11]([CH3:10])[N:16]=1. The yield is 0.710. (3) The reactants are [CH2:1]([C:4]1[N:8]([CH2:9][C:10]2[CH:28]=[CH:27][C:13]3/[C:14](=C/C(O)=O)/[C:15]4[CH:22]=[CH:21][CH:20]=[CH:19][C:16]=4[CH2:17][CH2:18][C:12]=3[CH:11]=2)[C:7]2[CH:29]=[CH:30][CH:31]=[CH:32][C:6]=2[N:5]=1)[CH2:2][CH3:3].CN1CC[O:37][CH2:36][CH2:35]1.C(Cl)(=O)OCC(C)C.[BH4-].[Na+]. The catalyst is COCCOC.O. The product is [CH2:1]([C:4]1[N:8]([CH2:9][C:10]2[CH:28]=[CH:27][C:13]3/[C:14](=[C:36](/[OH:37])\[CH3:35])/[C:15]4[CH:22]=[CH:21][CH:20]=[CH:19][C:16]=4[CH2:17][CH2:18][C:12]=3[CH:11]=2)[C:7]2[CH:29]=[CH:30][CH:31]=[CH:32][C:6]=2[N:5]=1)[CH2:2][CH3:3]. The yield is 0.550. (4) The reactants are [OH:1][C:2]1[CH:11]=[C:10]2[C:5]([CH2:6][CH2:7][CH2:8][C:9]2=[O:12])=[CH:4][CH:3]=1.[Br:13][C:14]1[CH:19]=[CH:18][C:17]([Cl:20])=[CH:16][C:15]=1[CH2:21]Br.C(=O)([O-])[O-].[K+].[K+]. The catalyst is CN(C)C=O.C(OCC)(=O)C. The product is [Br:13][C:14]1[CH:19]=[CH:18][C:17]([Cl:20])=[CH:16][C:15]=1[CH2:21][O:1][C:2]1[CH:11]=[C:10]2[C:5]([CH2:6][CH2:7][CH2:8][C:9]2=[O:12])=[CH:4][CH:3]=1. The yield is 0.890. (5) The reactants are [C:1]([SiH2:5][O:6][C:7]([CH3:17])([CH3:16])[C:8]1[O:9][CH:10]=[C:11]([OH:15])[C:12](=[O:14])[CH:13]=1)([CH3:4])([CH3:3])[CH3:2].C([O-])([O-])=O.[Cs+].[Cs+].[Br:24][CH2:25][CH2:26][CH2:27][CH2:28][CH2:29]Br. The catalyst is CN(C=O)C. The product is [Br:24][CH2:25][CH2:26][CH2:27][CH2:28][CH2:29][O:15][C:11]1[C:12](=[O:14])[CH:13]=[C:8]([C:7]([CH3:17])([CH3:16])[O:6][SiH2:5][C:1]([CH3:4])([CH3:2])[CH3:3])[O:9][CH:10]=1. The yield is 0.530. (6) The reactants are [Cl:1][C:2]1[CH:3]=[C:4]2[C:8](=[C:9]([Cl:11])[CH:10]=1)[NH:7][C:6]([Si](C)(C)C)=[C:5]2[CH2:16][CH2:17][NH:18][C:19](=[O:34])[C:20]1[CH:25]=[CH:24][CH:23]=[C:22]([CH2:26][C:27]2[CH:32]=[CH:31][CH:30]=[C:29]([F:33])[CH:28]=2)[CH:21]=1.[F-].C([N+](CCCC)(CCCC)CCCC)CCC. No catalyst specified. The product is [Cl:1][C:2]1[CH:3]=[C:4]2[C:8](=[C:9]([Cl:11])[CH:10]=1)[NH:7][CH:6]=[C:5]2[CH2:16][CH2:17][NH:18][C:19](=[O:34])[C:20]1[CH:25]=[CH:24][CH:23]=[C:22]([CH2:26][C:27]2[CH:32]=[CH:31][CH:30]=[C:29]([F:33])[CH:28]=2)[CH:21]=1. The yield is 0.470. (7) The reactants are [NH2:1][C:2]1[C:11]2[C:6](=[CH:7][CH:8]=[CH:9][CH:10]=2)[C:5]([Cl:12])=[CH:4][C:3]=1[C:13]([OH:22])([C:18]([F:21])([F:20])[F:19])[C:14]([F:17])([F:16])[F:15].[C:23](OC(=O)C)(=[O:25])[CH3:24]. The catalyst is C(O)(=O)C. The product is [Cl:12][C:5]1[C:6]2[C:11](=[CH:10][CH:9]=[CH:8][CH:7]=2)[C:2]([NH:1][C:23](=[O:25])[CH3:24])=[C:3]([C:13]([OH:22])([C:14]([F:15])([F:16])[F:17])[C:18]([F:21])([F:19])[F:20])[CH:4]=1. The yield is 0.270. (8) The reactants are Cl[C:2]1[CH:7]=[C:6]([NH:8][CH:9]2[CH2:11][CH2:10]2)[N:5]2[N:12]=[CH:13][C:14]([CH:15]=[O:16])=[C:4]2[N:3]=1.[CH3:17][S-:18].[Na+].O. The catalyst is CN(C)C=O. The product is [CH:9]1([NH:8][C:6]2[N:5]3[N:12]=[CH:13][C:14]([CH:15]=[O:16])=[C:4]3[N:3]=[C:2]([S:18][CH3:17])[CH:7]=2)[CH2:11][CH2:10]1. The yield is 0.860. (9) The reactants are ClC1SC(S([N:10]([S:22]([C:25]2[S:26][C:27]([Cl:30])=[CH:28][CH:29]=2)(=[O:24])=[O:23])[C:11]2[C:19]3[C:14](=[CH:15][CH:16]=[CH:17][C:18]=3[O:20][CH3:21])[NH:13][N:12]=2)(=O)=O)=CC=1.C1(P(C2C=CC=CC=2)C2C=CC=CC=2)C=CC=CC=1.[CH3:50][O:51][C:52]1[CH:53]=[C:54]([CH2:60]O)[CH:55]=[CH:56][C:57]=1[O:58][CH3:59].N(C(OC(C)C)=O)=NC(OC(C)C)=O.[OH-].[Na+]. The catalyst is C1COCC1.O.C(Cl)Cl. The product is [CH3:50][O:51][C:52]1[CH:53]=[C:54]([CH2:60][N:13]2[C:14]3[C:19](=[C:18]([O:20][CH3:21])[CH:17]=[CH:16][CH:15]=3)[C:11]([NH:10][S:22]([C:25]3[S:26][C:27]([Cl:30])=[CH:28][CH:29]=3)(=[O:24])=[O:23])=[N:12]2)[CH:55]=[CH:56][C:57]=1[O:58][CH3:59]. The yield is 0.370.